Task: Predict the reactants needed to synthesize the given product.. Dataset: Full USPTO retrosynthesis dataset with 1.9M reactions from patents (1976-2016) (1) Given the product [CH2:30]([O:2][C:1]([C:4]12[CH2:11][CH2:10][C:7]([NH:12][CH2:13][C:14]([N:16]3[CH2:20][C@@H:19]([F:21])[CH2:18][C@H:17]3[C:22]#[N:23])=[O:15])([CH2:8][CH2:9]1)[CH2:6][CH2:5]2)=[O:3])[C:31]1[CH:36]=[CH:35][CH:34]=[CH:33][CH:32]=1, predict the reactants needed to synthesize it. The reactants are: [C:1]([C:4]12[CH2:11][CH2:10][C:7]([NH:12][CH2:13][C:14]([N:16]3[CH2:20][C@@H:19]([F:21])[CH2:18][C@H:17]3[C:22]#[N:23])=[O:15])([CH2:8][CH2:9]1)[CH2:6][CH2:5]2)([OH:3])=[O:2].C(=O)([O-])[O-].[Cs+].[Cs+].[CH2:30](Br)[C:31]1[CH:36]=[CH:35][CH:34]=[CH:33][CH:32]=1.O. (2) Given the product [O:1]=[C:2]1[CH:8]([NH:9][C:10](=[O:17])[C@@H:11]([NH:16][C:42]([NH:41][CH2:34][C:35]2[CH:40]=[CH:39][CH:38]=[CH:37][CH:36]=2)=[O:43])[CH2:12][CH:13]([CH3:15])[CH3:14])[CH2:7][CH2:6][CH2:5][N:4]([S:18]([C:21]2[CH:26]=[CH:25][CH:24]=[CH:23][N:22]=2)(=[O:20])=[O:19])[CH2:3]1, predict the reactants needed to synthesize it. The reactants are: [OH:1][CH:2]1[CH:8]([NH:9][C:10](=[O:17])[C@@H:11]([NH2:16])[CH2:12][CH:13]([CH3:15])[CH3:14])[CH2:7][CH2:6][CH2:5][N:4]([S:18]([C:21]2[CH:26]=[CH:25][CH:24]=[CH:23][N:22]=2)(=[O:20])=[O:19])[CH2:3]1.C(N(CC)CC)C.[CH2:34]([N:41]=[C:42]=[O:43])[C:35]1[CH:40]=[CH:39][CH:38]=[CH:37][CH:36]=1.CO. (3) Given the product [CH2:1]([O:8][C:9]1[C:14]([CH2:15][CH2:39][CH2:38][CH2:37][CH2:36][CH2:35][CH2:34][CH2:33][CH2:32][CH2:31][CH2:30][CH2:29][CH2:28][CH2:27][CH2:26][CH3:25])=[N:13][C:12]([N:16]2[C:20]([CH3:21])=[CH:19][CH:18]=[C:17]2[CH3:22])=[N:11][C:10]=1[CH3:23])[C:2]1[CH:7]=[CH:6][CH:5]=[CH:4][CH:3]=1, predict the reactants needed to synthesize it. The reactants are: [CH2:1]([O:8][C:9]1[C:10]([CH3:23])=[N:11][C:12]([N:16]2[C:20]([CH3:21])=[CH:19][CH:18]=[C:17]2[CH3:22])=[N:13][C:14]=1[CH3:15])[C:2]1[CH:7]=[CH:6][CH:5]=[CH:4][CH:3]=1.Br[CH2:25][CH2:26][CH2:27][CH2:28][CH2:29][CH2:30][CH2:31][CH2:32][CH2:33][CH2:34][CH2:35][CH2:36][CH2:37][CH2:38][CH3:39].[Li]CCCC.